This data is from Forward reaction prediction with 1.9M reactions from USPTO patents (1976-2016). The task is: Predict the product of the given reaction. (1) The product is: [CH:1]1[C:10]2[C:5](=[CH:6][CH:7]=[CH:8][CH:9]=2)[CH:4]=[CH:3][C:2]=1[C:11]1[C:24]2[C:19](=[CH:20][CH:21]=[CH:22][CH:23]=2)[C:18]([C:29]2[CH:30]=[N:31][CH:32]=[C:33]([C:18]3[C:17]4[C:12]([C:11]([C:2]5[CH:3]=[CH:4][C:5]6[C:10](=[CH:9][CH:8]=[CH:7][CH:6]=6)[CH:1]=5)=[C:24]5[C:19]=3[CH:20]=[CH:21][CH:22]=[CH:23]5)=[CH:13][CH:14]=[CH:15][CH:16]=4)[CH:34]=2)=[C:17]2[C:12]=1[CH:13]=[CH:14][CH:15]=[CH:16]2. Given the reactants [CH:1]1[C:10]2[C:5](=[CH:6][CH:7]=[CH:8][CH:9]=2)[CH:4]=[CH:3][C:2]=1[C:11]1[C:24]2[C:19](=[CH:20][CH:21]=[CH:22][CH:23]=2)[C:18](B(O)O)=[C:17]2[C:12]=1[CH:13]=[CH:14][CH:15]=[CH:16]2.Br[C:29]1[CH:30]=[N:31][CH:32]=[C:33](Br)[CH:34]=1.C(=O)([O-])[O-].[K+].[K+], predict the reaction product. (2) Given the reactants [Cl:1][C:2]1[N:7]=[C:6]([NH2:8])[CH:5]=[CH:4][CH:3]=1.[Br:9]N1C(=O)CCC1=O, predict the reaction product. The product is: [Br:9][C:3]1[CH:4]=[CH:5][C:6]([NH2:8])=[N:7][C:2]=1[Cl:1]. (3) Given the reactants Cl.[F:2][C:3]1[CH:8]=[CH:7][C:6]([CH:9]([C:17]2[CH:22]=[CH:21][C:20]([F:23])=[CH:19][CH:18]=2)[CH:10]2[C:15](=[O:16])[CH2:14][CH2:13][NH:12][CH2:11]2)=[CH:5][CH:4]=1.[N+:24]([C:27]1[CH:34]=[CH:33][CH:32]=[CH:31][C:28]=1[CH2:29]Br)([O-:26])=[O:25].C(=O)([O-])[O-].[K+].[K+], predict the reaction product. The product is: [F:2][C:3]1[CH:8]=[CH:7][C:6]([CH:9]([C:17]2[CH:18]=[CH:19][C:20]([F:23])=[CH:21][CH:22]=2)[CH:10]2[C:15](=[O:16])[CH2:14][CH2:13][N:12]([CH2:29][C:28]3[CH:31]=[CH:32][CH:33]=[CH:34][C:27]=3[N+:24]([O-:26])=[O:25])[CH2:11]2)=[CH:5][CH:4]=1. (4) Given the reactants C[O:2][C:3](=O)[CH2:4][C:5]1([OH:18])[CH2:10][CH2:9][N:8]([CH2:11][C:12]2[CH:17]=[CH:16][CH:15]=[CH:14][CH:13]=2)[CH2:7][CH2:6]1.[H-].[Al+3].[Li+].[H-].[H-].[H-].S([O-])([O-])(=O)=O.[Na+].[Na+], predict the reaction product. The product is: [CH2:11]([N:8]1[CH2:7][CH2:6][C:5]([CH2:4][CH2:3][OH:2])([OH:18])[CH2:10][CH2:9]1)[C:12]1[CH:13]=[CH:14][CH:15]=[CH:16][CH:17]=1. (5) Given the reactants [Br-:1].[Br-].[Br-].C1([N+](C)(C)C)C=CC=CC=1.C1([N+](C)(C)C)C=CC=CC=1.C1([N+](C)(C)C)C=CC=CC=1.[CH2:34]([O:41][C:42]1[CH:47]=[CH:46][C:45]([C:48](=[O:50])[CH3:49])=[CH:44][C:43]=1[N+:51]([O-:53])=[O:52])[C:35]1[CH:40]=[CH:39][CH:38]=[CH:37][CH:36]=1.C(=O)(O)[O-].[Na+].S([O-])([O-])(=O)=S.[Na+].[Na+], predict the reaction product. The product is: [CH2:34]([O:41][C:42]1[CH:47]=[CH:46][C:45]([C:48](=[O:50])[CH2:49][Br:1])=[CH:44][C:43]=1[N+:51]([O-:53])=[O:52])[C:35]1[CH:36]=[CH:37][CH:38]=[CH:39][CH:40]=1. (6) Given the reactants Cl.O1[C:6]2([CH2:11][CH2:10][CH:9]([CH2:12][O:13][CH2:14][C:15]#[C:16][Si:17]([CH2:22][CH3:23])([CH2:20][CH3:21])[CH2:18][CH3:19])[CH2:8][CH2:7]2)[O:5]CC1, predict the reaction product. The product is: [CH2:22]([Si:17]([CH2:18][CH3:19])([CH2:20][CH3:21])[C:16]#[C:15][CH2:14][O:13][CH2:12][CH:9]1[CH2:8][CH2:7][C:6](=[O:5])[CH2:11][CH2:10]1)[CH3:23]. (7) Given the reactants [S:1]([OH:5])([CH3:4])(=[O:3])=[O:2].[CH:6]([O:9][C:10]1[CH:17]=[CH:16][C:13]([CH:14]=[O:15])=[CH:12][N:11]=1)([CH3:8])[CH3:7].[CH2:18](O)[CH2:19][CH:20]=[CH2:21].C([O-])(O)=O.[Na+], predict the reaction product. The product is: [CH3:4][S:1]([O:5][CH:19]1[CH2:20][CH2:21][O:15][CH:14]([C:13]2[CH:12]=[N:11][C:10]([O:9][CH:6]([CH3:8])[CH3:7])=[CH:17][CH:16]=2)[CH2:18]1)(=[O:3])=[O:2]. (8) Given the reactants [F:1][C:2]1[C:11]([CH:12]([C:14]2[N:18]3[N:19]=[C:20]([N:23]4[CH2:28][CH2:27][NH:26][CH2:25][CH2:24]4)[CH:21]=[CH:22][C:17]3=[N:16][CH:15]=2)[CH3:13])=[C:10]([F:29])[CH:9]=[C:8]2[C:3]=1[CH:4]=[CH:5][CH:6]=[N:7]2.C(N(CC)CC)C.[F:37][C:38]([F:49])([F:48])[C:39](O[C:39](=[O:40])[C:38]([F:49])([F:48])[F:37])=[O:40], predict the reaction product. The product is: [F:1][C:2]1[C:11]([CH:12]([C:14]2[N:18]3[N:19]=[C:20]([N:23]4[CH2:28][CH2:27][N:26]([C:39](=[O:40])[C:38]([F:49])([F:48])[F:37])[CH2:25][CH2:24]4)[CH:21]=[CH:22][C:17]3=[N:16][CH:15]=2)[CH3:13])=[C:10]([F:29])[CH:9]=[C:8]2[C:3]=1[CH:4]=[CH:5][CH:6]=[N:7]2.